This data is from Reaction yield outcomes from USPTO patents with 853,638 reactions. The task is: Predict the reaction yield, written as a fraction of the theoretical maximum amount of product (1.0 means a 100% yield; for example, 0.34 means a 34% yield). (1) The reactants are [CH3:1][C@H:2]([CH2:9][O:10][CH:11]1[CH2:16][CH2:15][CH2:14][CH2:13][O:12]1)[CH2:3][C:4]#[C:5][CH:6]([OH:8])[CH3:7]. The catalyst is C1COCC1.[O-2].[O-2].[Mn+4]. The product is [CH3:1][C@H:2]([CH2:9][O:10][CH:11]1[CH2:16][CH2:15][CH2:14][CH2:13][O:12]1)[CH2:3][C:4]#[C:5][C:6](=[O:8])[CH3:7]. The yield is 0.941. (2) The reactants are [Cl:1][C:2]1[C:11]2[C:6](=[CH:7][C:8]([OH:14])=[C:9]([O:12][CH3:13])[CH:10]=2)[N:5]=[CH:4][N:3]=1.[O:15]1[C@H:19]2[CH2:20][N:21]([CH2:23][CH2:24]O)[CH2:22][C@H:18]2[O:17][CH2:16]1.C1(P(C2C=CC=CC=2)C2C=CC=CC=2)C=CC=CC=1.N(C(OC(C)C)=O)=NC(OC(C)C)=O. The catalyst is ClCCl. The product is [Cl:1][C:2]1[C:11]2[C:6](=[CH:7][C:8]([O:14][CH2:24][CH2:23][N:21]3[CH2:22][C@H:18]4[O:17][CH2:16][O:15][C@H:19]4[CH2:20]3)=[C:9]([O:12][CH3:13])[CH:10]=2)[N:5]=[CH:4][N:3]=1. The yield is 0.510. (3) The reactants are [Cl:1][C:2]1[CH:3]=[C:4]2[C:8](=[CH:9][CH:10]=1)[NH:7][CH:6]=[C:5]2/[CH:11]=[C:12]1\[O:13][C:14]2[C:21]([CH2:22][N:23]3[CH2:28][CH2:27][N:26](C(OC(C)(C)C)=O)[CH2:25][CH2:24]3)=[C:20]([OH:36])[CH:19]=[CH:18][C:15]=2[C:16]\1=[O:17].FC(F)(F)C(O)=O. The catalyst is C(Cl)Cl. The product is [ClH:1].[ClH:1].[Cl:1][C:2]1[CH:3]=[C:4]2[C:8](=[CH:9][CH:10]=1)[NH:7][CH:6]=[C:5]2/[CH:11]=[C:12]1\[O:13][C:14]2[C:21]([CH2:22][N:23]3[CH2:24][CH2:25][NH:26][CH2:27][CH2:28]3)=[C:20]([OH:36])[CH:19]=[CH:18][C:15]=2[C:16]\1=[O:17]. The yield is 0.980. (4) The reactants are [CH3:1][C:2]([CH3:44])=[CH:3][CH2:4][C@H:5]1[C:15]([CH3:17])([CH3:16])[C@:12]2([CH2:18][CH:19]=[C:20]([CH3:22])[CH3:21])[C:13](=[O:14])[C@@:7]([CH2:34][C@@H:35]([C:41]([CH3:43])=[CH2:42])[CH2:36][CH:37]=[C:38]([CH3:40])[CH3:39])([C:8]([OH:33])=[C:9]([C:23]([C:25]3[CH:26]=[CH:27][C:28]([OH:32])=[C:29]([OH:31])[CH:30]=3)=[O:24])[C:10]2=[O:11])[CH2:6]1.Cl. The catalyst is C1(C)C=CC=CC=1. The product is [CH3:1][C:2]([CH3:44])=[CH:3][CH2:4][C@H:5]1[C:15]([CH3:16])([CH3:17])[C@:12]2([CH2:18][CH:19]=[C:20]([CH3:21])[CH3:22])[C:13](=[O:14])[C@@:7]3([C:8](=[C:9]([C:23]([C:25]4[CH:26]=[CH:27][C:28]([OH:32])=[C:29]([OH:31])[CH:30]=4)=[O:24])[C:10]2=[O:11])[O:33][C:41]([CH3:43])([CH3:42])[C@@H:35]([CH2:36][CH:37]=[C:38]([CH3:40])[CH3:39])[CH2:34]3)[CH2:6]1. The yield is 0.460. (5) The reactants are C(OC(=O)[N:7]([C:12]1[C:16]2[CH:17]=[C:18]([CH2:21][O:22][C:23]3[CH:28]=[CH:27][C:26]([C:29]4[CH:34]=[C:33]([F:35])[C:32]([F:36])=[CH:31][C:30]=4[O:37][CH3:38])=[CH:25][CH:24]=3)[CH:19]=[CH:20][C:15]=2[O:14][N:13]=1)[CH2:8][CH2:9][O:10][CH3:11])(C)(C)C.ClCCl.FC(F)(F)C(O)=O. The catalyst is C(OCC)(=O)C. The product is [F:36][C:32]1[C:33]([F:35])=[CH:34][C:29]([C:26]2[CH:25]=[CH:24][C:23]([O:22][CH2:21][C:18]3[CH:19]=[CH:20][C:15]4[O:14][N:13]=[C:12]([NH:7][CH2:8][CH2:9][O:10][CH3:11])[C:16]=4[CH:17]=3)=[CH:28][CH:27]=2)=[C:30]([O:37][CH3:38])[CH:31]=1. The yield is 0.930.